From a dataset of Full USPTO retrosynthesis dataset with 1.9M reactions from patents (1976-2016). Predict the reactants needed to synthesize the given product. (1) Given the product [C:6]([C:7]1[CH:8]=[CH:9][C:10]2[N:11]([CH:13]=[C:14]([C:16]([O:18][CH2:19][CH3:20])=[O:17])[N:15]=2)[CH:12]=1)#[CH:5], predict the reactants needed to synthesize it. The reactants are: C[Si]([C:5]#[C:6][C:7]1[CH:8]=[CH:9][C:10]2[N:11]([CH:13]=[C:14]([C:16]([O:18][CH2:19][CH3:20])=[O:17])[N:15]=2)[CH:12]=1)(C)C.[F-].C([N+](CCCC)(CCCC)CCCC)CCC.O. (2) Given the product [ClH:32].[CH2:28]([O:27][C:18]1[CH:17]=[C:16]2[C:21](=[C:20]3[CH2:22][C:23]([CH3:26])([CH3:25])[O:24][C:19]=13)[C:12]([C:10]1[CH:9]=[CH:8][C:3]([C:4]([NH:6][CH3:7])=[O:5])=[C:2]([N:1]=[C:37]([CH3:38])[CH3:39])[CH:11]=1)=[N:13][C:14]([CH3:30])([CH3:31])[CH2:15]2)[CH3:29], predict the reactants needed to synthesize it. The reactants are: [NH2:1][C:2]1[CH:11]=[C:10]([C:12]2[C:21]3[C:16](=[CH:17][C:18]([O:27][CH2:28][CH3:29])=[C:19]4[O:24][C:23]([CH3:26])([CH3:25])[CH2:22][C:20]4=3)[CH2:15][C:14]([CH3:31])([CH3:30])[N:13]=2)[CH:9]=[CH:8][C:3]=1[C:4]([NH:6][CH3:7])=[O:5].[ClH:32].C(O[CH2:37][CH3:38])(=O)C.[C:39](OCC)(=O)C. (3) Given the product [CH3:1][S:2]([C:5]1[N:6]=[C:7]([O:30][C:31]2[CH:32]=[N:33][CH:34]=[CH:35][CH:36]=2)[C:8]([C:19]2[CH:20]=[CH:21][C:22]([Cl:25])=[CH:23][CH:24]=2)=[C:9]([C:11]2[CH:16]=[CH:15][C:14]([Cl:17])=[CH:13][C:12]=2[Cl:18])[N:10]=1)(=[O:4])=[O:3], predict the reactants needed to synthesize it. The reactants are: [CH3:1][S:2]([C:5]1[N:10]=[C:9]([C:11]2[CH:16]=[CH:15][C:14]([Cl:17])=[CH:13][C:12]=2[Cl:18])[C:8]([C:19]2[CH:24]=[CH:23][C:22]([Cl:25])=[CH:21][CH:20]=2)=[C:7](S(C)(=O)=O)[N:6]=1)(=[O:4])=[O:3].[OH:30][C:31]1[CH:32]=[N:33][CH:34]=[CH:35][CH:36]=1.C([Li])CCC. (4) The reactants are: [CH3:1][O:2][C:3]1[CH:31]=[C:30]([O:32][CH3:33])[CH:29]=[CH:28][C:4]=1[CH2:5][NH:6][C:7](=[O:27])[C:8]1[CH:13]=[CH:12][N:11]=[CH:10][C:9]=1[NH:14][C:15](=O)[CH2:16][O:17][C:18]1[CH:23]=[CH:22][CH:21]=[C:20]([CH:24]=[O:25])[CH:19]=1.C(=O)([O-])[O-].[Cs+].[Cs+]. Given the product [CH3:1][O:2][C:3]1[CH:31]=[C:30]([O:32][CH3:33])[CH:29]=[CH:28][C:4]=1[CH2:5][N:6]1[C:7](=[O:27])[C:8]2[CH:13]=[CH:12][N:11]=[CH:10][C:9]=2[N:14]=[C:15]1[CH2:16][O:17][C:18]1[CH:19]=[C:20]([CH:21]=[CH:22][CH:23]=1)[CH:24]=[O:25], predict the reactants needed to synthesize it. (5) Given the product [CH3:31][C@H:32]([O:35][C:20]1[N:21]=[C:22]2[CH:29]=[CH:28][N:27]=[C:26]([Cl:30])[C:23]2=[N:24][CH:25]=1)[C:33]#[CH:34], predict the reactants needed to synthesize it. The reactants are: ClC1C2=NC=C(OCC3OC=CN=3)N=C2C=CN=1.Cl[C:20]1[N:21]=[C:22]2[CH:29]=[CH:28][N:27]=[C:26]([Cl:30])[C:23]2=[N:24][CH:25]=1.[CH3:31][C@H:32]([OH:35])[C:33]#[CH:34].